From a dataset of Forward reaction prediction with 1.9M reactions from USPTO patents (1976-2016). Predict the product of the given reaction. (1) Given the reactants Br[C:2]1[CH:3]=[N:4][N:5]([CH3:16])[C:6]=1[C:7]1[CH:8]=[C:9]([C:12]([O:14][CH3:15])=[O:13])[S:10][CH:11]=1.[CH:17]1(B(O)O)[CH2:19][CH2:18]1.C(=O)([O-])[O-].[Cs+].[Cs+], predict the reaction product. The product is: [CH:17]1([C:2]2[CH:3]=[N:4][N:5]([CH3:16])[C:6]=2[C:7]2[CH:8]=[C:9]([C:12]([O:14][CH3:15])=[O:13])[S:10][CH:11]=2)[CH2:19][CH2:18]1. (2) The product is: [ClH:29].[S:20]1[C:21]2[C:22](=[N:23][CH:24]=[CH:25][CH:26]=2)[N:27]=[C:19]1[O:18][C:16]1[CH:15]=[CH:14][C:13]2[C:9]([CH2:8][NH2:7])=[CH:10][O:11][C:12]=2[CH:17]=1. Given the reactants C(OC(=O)[NH:7][CH2:8][C:9]1[C:13]2[CH:14]=[CH:15][C:16]([O:18][C:19]3[S:20][C:21]4[C:22]([N:27]=3)=[N:23][CH:24]=[CH:25][CH:26]=4)=[CH:17][C:12]=2[O:11][CH:10]=1)(C)(C)C.[ClH:29], predict the reaction product.